Predict the product of the given reaction. From a dataset of Forward reaction prediction with 1.9M reactions from USPTO patents (1976-2016). (1) Given the reactants [CH3:1][O:2][C:3]1[CH:8]=[C:7]([CH3:9])[C:6]([S:10]([N:13]([CH2:15][C:16]2[O:20][CH:19]=[C:18]([C:21](O)=[O:22])[CH:17]=2)[CH3:14])(=[O:12])=[O:11])=[C:5]([CH3:24])[CH:4]=1.CCN=C=NCCCN(C)C.C1C=CC2N(O)N=NC=2C=1.CCN(C(C)C)C(C)C.Cl.Cl.[CH3:57][NH:58][CH2:59][C:60]1[CH:73]=[CH:72][C:63]([CH2:64][N:65]2[CH2:70][CH2:69][CH:68]([OH:71])[CH2:67][CH2:66]2)=[CH:62][CH:61]=1, predict the reaction product. The product is: [OH:71][CH:68]1[CH2:69][CH2:70][N:65]([CH2:64][C:63]2[CH:72]=[CH:73][C:60]([CH2:59][N:58]([CH3:57])[C:21]([C:18]3[CH:17]=[C:16]([CH2:15][N:13]([S:10]([C:6]4[C:7]([CH3:9])=[CH:8][C:3]([O:2][CH3:1])=[CH:4][C:5]=4[CH3:24])(=[O:11])=[O:12])[CH3:14])[O:20][CH:19]=3)=[O:22])=[CH:61][CH:62]=2)[CH2:66][CH2:67]1. (2) Given the reactants [CH3:1][C:2]1[NH:6][N:5]([C:7]2[CH:12]=[CH:11][CH:10]=[CH:9][CH:8]=2)[C:4](=[O:13])[CH:3]=1.I[CH2:15][CH2:16][CH3:17], predict the reaction product. The product is: [CH3:1][C:2]1[N:6]([CH2:15][CH2:16][CH3:17])[N:5]([C:7]2[CH:8]=[CH:9][CH:10]=[CH:11][CH:12]=2)[C:4](=[O:13])[CH:3]=1. (3) Given the reactants [Br:1][C:2]([F:35])([F:34])[C:3]([C:9]1[CH:14]=[CH:13][C:12]([NH:15][C:16](=[O:32])[C:17]2[C:18](=[C:27]([I:31])[CH:28]=[CH:29][CH:30]=2)[C:19]([NH:21][C@@H:22]([CH3:26])[CH2:23][S:24][CH3:25])=[O:20])=[C:11]([CH3:33])[CH:10]=1)([F:8])[C:4]([F:7])([F:6])[F:5].C(O)=[O:37].OO.S([O-])(O)=O.[Na+], predict the reaction product. The product is: [Br:1][C:2]([F:34])([F:35])[C:3]([C:9]1[CH:14]=[CH:13][C:12]([NH:15][C:16](=[O:32])[C:17]2[C:18](=[C:27]([I:31])[CH:28]=[CH:29][CH:30]=2)[C:19]([NH:21][C@@H:22]([CH3:26])[CH2:23][S:24]([CH3:25])=[O:37])=[O:20])=[C:11]([CH3:33])[CH:10]=1)([F:8])[C:4]([F:7])([F:6])[F:5]. (4) Given the reactants [CH2:1]([NH:3][C:4]1[CH:10]=[CH:9][C:7]([NH2:8])=[CH:6][C:5]=1[N+:11]([O-:13])=[O:12])[CH3:2].ClC(Cl)(O[C:18](=[O:24])OC(Cl)(Cl)Cl)Cl.C([O-])(O)=O.[Na+].[CH3:31][N:32]1[CH2:37][CH2:36][NH:35][CH2:34][CH2:33]1, predict the reaction product. The product is: [CH2:1]([NH:3][C:4]1[CH:10]=[CH:9][C:7]([NH:8][C:18]([N:35]2[CH2:36][CH2:37][N:32]([CH3:31])[CH2:33][CH2:34]2)=[O:24])=[CH:6][C:5]=1[N+:11]([O-:13])=[O:12])[CH3:2]. (5) Given the reactants [CH3:1][C:2]1[C:11]([C:12]([F:15])([F:14])[F:13])=[CH:10][C:5]([C:6]([O:8][CH3:9])=[O:7])=[C:4]([O:16]C)[CH:3]=1.B(Br)(Br)Br.Cl, predict the reaction product. The product is: [OH:16][C:4]1[CH:3]=[C:2]([CH3:1])[C:11]([C:12]([F:13])([F:14])[F:15])=[CH:10][C:5]=1[C:6]([O:8][CH3:9])=[O:7]. (6) Given the reactants [Si]([O:8][CH2:9][C:10]1[CH:15]=[CH:14][C:13]([N:16]2[CH2:20][CH:19]=[C:18]([O:21][C:22]3[CH:27]=[CH:26][C:25]([CH:28]4[CH2:30][CH2:29]4)=[CH:24][CH:23]=3)[C:17]2=[O:31])=[CH:12][C:11]=1[O:32][CH3:33])(C(C)(C)C)(C)C.Cl, predict the reaction product. The product is: [CH:28]1([C:25]2[CH:26]=[CH:27][C:22]([O:21][C:18]3[C:17](=[O:31])[N:16]([C:13]4[CH:14]=[CH:15][C:10]([CH2:9][OH:8])=[C:11]([O:32][CH3:33])[CH:12]=4)[CH2:20][CH:19]=3)=[CH:23][CH:24]=2)[CH2:30][CH2:29]1. (7) Given the reactants [N:1]1[CH:6]=[CH:5][CH:4]=[C:3](B(O)O)[CH:2]=1.[Br:10][C:11]1[CH:12]=[C:13](I)[CH:14]=[CH:15][CH:16]=1.C(=O)(O)[O-].[Na+].N#N, predict the reaction product. The product is: [Br:10][C:11]1[CH:16]=[C:15]([C:3]2[CH:2]=[N:1][CH:6]=[CH:5][CH:4]=2)[CH:14]=[CH:13][CH:12]=1.